Dataset: NCI-60 drug combinations with 297,098 pairs across 59 cell lines. Task: Regression. Given two drug SMILES strings and cell line genomic features, predict the synergy score measuring deviation from expected non-interaction effect. (1) Drug 1: C1C(C(OC1N2C=NC(=NC2=O)N)CO)O. Drug 2: COCCOC1=C(C=C2C(=C1)C(=NC=N2)NC3=CC=CC(=C3)C#C)OCCOC.Cl. Cell line: SNB-19. Synergy scores: CSS=8.17, Synergy_ZIP=-5.70, Synergy_Bliss=-4.59, Synergy_Loewe=-0.817, Synergy_HSA=-0.630. (2) Drug 1: C1=CC=C(C(=C1)C(C2=CC=C(C=C2)Cl)C(Cl)Cl)Cl. Drug 2: CC(C)NC(=O)C1=CC=C(C=C1)CNNC.Cl. Cell line: SK-MEL-28. Synergy scores: CSS=1.89, Synergy_ZIP=-1.54, Synergy_Bliss=-2.44, Synergy_Loewe=0.326, Synergy_HSA=-1.10.